From a dataset of Forward reaction prediction with 1.9M reactions from USPTO patents (1976-2016). Predict the product of the given reaction. Given the reactants ClC([O:4][CH2:5][CH3:6])=O.[F:7][C:8]1[CH:13]=[C:12]([F:14])[CH:11]=[CH:10][C:9]=1[C:15]1[CH:23]=[C:19]([C:20]([OH:22])=[O:21])[C:18]([OH:24])=[C:17]([I:25])[CH:16]=1.[CH3:26]N(C)C1C=CC=CC=1.Cl, predict the reaction product. The product is: [F:7][C:8]1[CH:13]=[C:12]([F:14])[CH:11]=[CH:10][C:9]=1[C:15]1[CH:16]=[C:17]([I:25])[C:18]([O:24][C:5]([CH2:6][CH3:26])=[O:4])=[C:19]([C:20]([OH:22])=[O:21])[CH:23]=1.